From a dataset of Full USPTO retrosynthesis dataset with 1.9M reactions from patents (1976-2016). Predict the reactants needed to synthesize the given product. Given the product [F:34][C:35]1[CH:40]=[CH:39][C:38]([F:41])=[CH:37][C:36]=1[NH:42][C:43]([N:8]1[CH2:26][CH2:25][C:11]2([O:15][C:14](=[O:16])[N:13]([CH2:17][C:18]3[CH:23]=[CH:22][CH:21]=[C:20]([Br:24])[CH:19]=3)[CH2:12]2)[CH2:10][CH2:9]1)=[O:44], predict the reactants needed to synthesize it. The reactants are: C(OC([N:8]1[CH2:26][CH2:25][C:11]2([O:15][C:14](=[O:16])[N:13]([CH2:17][C:18]3[CH:23]=[CH:22][CH:21]=[C:20]([Br:24])[CH:19]=3)[CH2:12]2)[CH2:10][CH2:9]1)=O)(C)(C)C.FC(F)(F)C(O)=O.[F:34][C:35]1[CH:40]=[CH:39][C:38]([F:41])=[CH:37][C:36]=1[N:42]=[C:43]=[O:44].O.